From a dataset of Peptide-MHC class I binding affinity with 185,985 pairs from IEDB/IMGT. Regression. Given a peptide amino acid sequence and an MHC pseudo amino acid sequence, predict their binding affinity value. This is MHC class I binding data. (1) The binding affinity (normalized) is 0. The peptide sequence is ISDSNPYLTQW. The MHC is Mamu-A2201 with pseudo-sequence Mamu-A2201. (2) The peptide sequence is KSLYNTVAVLY. The MHC is HLA-B57:01 with pseudo-sequence HLA-B57:01. The binding affinity (normalized) is 0.216. (3) The MHC is BoLA-D18.4 with pseudo-sequence BoLA-D18.4. The peptide sequence is WIFEIATPL. The binding affinity (normalized) is 0.335. (4) The peptide sequence is SYVMCTGSFK. The binding affinity (normalized) is 0.564. The MHC is HLA-A03:01 with pseudo-sequence HLA-A03:01. (5) The peptide sequence is EEESEGAIW. The MHC is HLA-B44:02 with pseudo-sequence HLA-B44:02. The binding affinity (normalized) is 0.675. (6) The peptide sequence is LALTDVEKR. The MHC is HLA-A02:01 with pseudo-sequence HLA-A02:01. The binding affinity (normalized) is 0. (7) The peptide sequence is LISILMIFI. The MHC is HLA-A68:02 with pseudo-sequence HLA-A68:02. The binding affinity (normalized) is 0.144. (8) The peptide sequence is IPAHPLRML. The MHC is HLA-A69:01 with pseudo-sequence HLA-A69:01. The binding affinity (normalized) is 0.487. (9) The peptide sequence is VIDLDPIPY. The MHC is HLA-A01:01 with pseudo-sequence HLA-A01:01. The binding affinity (normalized) is 0.738. (10) The peptide sequence is MSLTVGAGV. The MHC is HLA-A02:06 with pseudo-sequence HLA-A02:06. The binding affinity (normalized) is 0.627.